From a dataset of Forward reaction prediction with 1.9M reactions from USPTO patents (1976-2016). Predict the product of the given reaction. (1) Given the reactants [C:1]([O:5][C:6]([N:8]1[CH2:18][CH2:17][CH2:16][C@@H:9]1[C:10](N(OC)C)=[O:11])=[O:7])([CH3:4])([CH3:3])[CH3:2].[CH3:19][Mg]Br.C(OCC)(=O)C.Cl, predict the reaction product. The product is: [C:10]([C@H:9]1[CH2:16][CH2:17][CH2:18][N:8]1[C:6]([O:5][C:1]([CH3:2])([CH3:3])[CH3:4])=[O:7])(=[O:11])[CH3:19]. (2) Given the reactants [CH2:1]([C:3]1[CH:4]=[C:5]2[C:10](=[C:11]([N:13]3[CH2:18][CH2:17][N:16]([CH2:19][CH2:20][C:21]4[CH:26]=[CH:25][C:24]([O:27][CH2:28][CH2:29][CH2:30][N:31]5[CH2:37][CH2:36][CH2:35][CH2:34][CH2:33][CH2:32]5)=[CH:23][CH:22]=4)[CH2:15][CH2:14]3)[CH:12]=1)[N:9]=[C:8]([CH2:38][CH2:39][C:40]([O:42]C)=[O:41])[CH:7]=[CH:6]2)[CH3:2].[OH-].[Na+].Cl, predict the reaction product. The product is: [CH:40]([OH:42])=[O:41].[CH2:1]([C:3]1[CH:4]=[C:5]2[C:10](=[C:11]([N:13]3[CH2:18][CH2:17][N:16]([CH2:19][CH2:20][C:21]4[CH:22]=[CH:23][C:24]([O:27][CH2:28][CH2:29][CH2:30][N:31]5[CH2:32][CH2:33][CH2:34][CH2:35][CH2:36][CH2:37]5)=[CH:25][CH:26]=4)[CH2:15][CH2:14]3)[CH:12]=1)[N:9]=[C:8]([CH2:38][CH2:39][C:40]([OH:42])=[O:41])[CH:7]=[CH:6]2)[CH3:2]. (3) Given the reactants [C:1]([CH:3]1[CH2:8][CH2:7][CH2:6][CH2:5][C:4]1=O)#[N:2].[NH2:10][C:11]1[N:15]=[CH:14][NH:13][N:12]=1, predict the reaction product. The product is: [N:13]1[N:12]2[C:11]([N:10]=[C:4]3[C:3](=[C:1]2[NH2:2])[CH2:8][CH2:7][CH2:6][CH2:5]3)=[N:15][CH:14]=1. (4) The product is: [CH3:24][O:23][C:21]1[CH:20]=[C:19]([CH:25]([NH:27][C:6]2[CH:7]=[C:8]([F:11])[CH:9]=[CH:10][C:5]=2[C:3](=[O:4])[C:2]([F:14])([F:13])[F:1])[CH3:26])[CH:18]=[C:17]([O:16][CH3:15])[CH:22]=1. Given the reactants [F:1][C:2]([F:14])([F:13])[C:3]([C:5]1[CH:10]=[CH:9][C:8]([F:11])=[CH:7][C:6]=1F)=[O:4].[CH3:15][O:16][C:17]1[CH:18]=[C:19]([CH:25]([NH2:27])[CH3:26])[CH:20]=[C:21]([O:23][CH3:24])[CH:22]=1.C(N(CC)C(C)C)(C)C, predict the reaction product.